Dataset: Forward reaction prediction with 1.9M reactions from USPTO patents (1976-2016). Task: Predict the product of the given reaction. Given the reactants Cl[C:2](OC1C=CC([N+]([O-])=O)=CC=1)=[O:3].CCN(C(C)C)C(C)C.[CH3:23][N:24]1[CH2:29][CH2:28][N:27]([CH3:30])[CH2:26][C@H:25]1[CH2:31][OH:32].[F:33][C:34]1[CH:39]=[C:38]([F:40])[CH:37]=[CH:36][C:35]=1[N:41]1[CH2:46][CH2:45][NH:44][CH2:43][CH2:42]1, predict the reaction product. The product is: [F:33][C:34]1[CH:39]=[C:38]([F:40])[CH:37]=[CH:36][C:35]=1[N:41]1[CH2:42][CH2:43][N:44]([C:2]([O:32][CH2:31][C@@H:25]2[CH2:26][N:27]([CH3:30])[CH2:28][CH2:29][N:24]2[CH3:23])=[O:3])[CH2:45][CH2:46]1.